This data is from Catalyst prediction with 721,799 reactions and 888 catalyst types from USPTO. The task is: Predict which catalyst facilitates the given reaction. (1) Reactant: [CH2:1]([N:3]1[C:9](=[O:10])[C:8]([CH3:12])([CH3:11])[C:7](=[O:13])[N:6]([CH3:14])[C:5]2[CH:15]=[C:16]([O:19][CH2:20][CH2:21][CH2:22]I)[CH:17]=[CH:18][C:4]1=2)[CH3:2].[NH2:24][CH2:25][CH2:26][C:27]1[CH:28]=[N:29][CH:30]=[CH:31][CH:32]=1. Product: [CH2:1]([N:3]1[C:9](=[O:10])[C:8]([CH3:12])([CH3:11])[C:7](=[O:13])[N:6]([CH3:14])[C:5]2[CH:15]=[C:16]([O:19][CH2:20][CH2:21][CH2:22][NH:24][CH2:25][CH2:26][C:27]3[CH:28]=[N:29][CH:30]=[CH:31][CH:32]=3)[CH:17]=[CH:18][C:4]1=2)[CH3:2]. The catalyst class is: 5. (2) The catalyst class is: 763. Reactant: [CH3:1][O:2][CH2:3][C:4]1[C:13]([N+:14]([O-])=O)=[C:7]2[CH:8]=[CH:9][CH:10]=[C:11]([Br:12])[N:6]2[N:5]=1.C(O)C.O. Product: [Br:12][C:11]1[N:6]2[N:5]=[C:4]([CH2:3][O:2][CH3:1])[C:13]([NH2:14])=[C:7]2[CH:8]=[CH:9][CH:10]=1. (3) Reactant: [Li]CCCC.[CH3:6][N:7]1[CH:11]=[CH:10][N:9]=[CH:8]1.Cl[Si](CC)(CC)CC.CON(C)[C:23]([C:25]1[CH:26]=[N:27][CH:28]=[N:29][CH:30]=1)=[O:24]. Product: [CH3:6][N:7]1[C:11]([C:23]([C:25]2[CH:26]=[N:27][CH:28]=[N:29][CH:30]=2)=[O:24])=[CH:10][N:9]=[CH:8]1. The catalyst class is: 1. (4) Reactant: [C:1]([C:4]1[C:34](=[O:35])[C@@:8]2([CH3:36])[C:9]3[C:15]([OH:16])=[CH:14][C:13]([O:17][CH3:18])=[C:12]([C:19]([NH:21][CH2:22][C:23]4[C:32]5[C:27](=[CH:28][CH:29]=[CH:30][CH:31]=5)[CH:26]=[CH:25][C:24]=4[CH3:33])=[O:20])[C:10]=3[O:11][C:7]2=[CH:6][C:5]=1[OH:37])(=O)[CH3:2].Cl.[CH2:39]([O:42][NH2:43])[CH2:40][CH3:41].C(=O)(O)[O-].[Na+]. Product: [OH:16][C:15]1[C:9]2[C@:8]3([CH3:36])[C:34](=[O:35])[C:4](/[C:1](=[N:43]/[O:42][CH2:39][CH2:40][CH3:41])/[CH3:2])=[C:5]([OH:37])[CH:6]=[C:7]3[O:11][C:10]=2[C:12]([C:19]([NH:21][CH2:22][C:23]2[C:32]3[C:27](=[CH:28][CH:29]=[CH:30][CH:31]=3)[CH:26]=[CH:25][C:24]=2[CH3:33])=[O:20])=[C:13]([O:17][CH3:18])[CH:14]=1. The catalyst class is: 83. (5) Reactant: Br[C:2]1([CH3:17])[CH:6]([F:7])[C:5]2[CH:8]=[C:9]([F:16])[CH:10]=[C:11]([C:12]([O:14][CH3:15])=[O:13])[C:4]=2[O:3]1.CS(C)=O. The catalyst class is: 27. Product: [F:7][C:6]1[C:5]2[CH:8]=[C:9]([F:16])[CH:10]=[C:11]([C:12]([O:14][CH3:15])=[O:13])[C:4]=2[O:3][C:2]=1[CH3:17].